From a dataset of Full USPTO retrosynthesis dataset with 1.9M reactions from patents (1976-2016). Predict the reactants needed to synthesize the given product. (1) Given the product [N:3]1[CH:8]=[CH:7][CH:6]=[CH:5][C:4]=1[C:11]([NH2:10])=[O:12], predict the reactants needed to synthesize it. The reactants are: [H-].[Na+].[NH:3]1[CH2:8][CH2:7][CH2:6][CH2:5][CH2:4]1.C[N:10](C)[CH:11]=[O:12]. (2) Given the product [OH:36][CH:28]1[CH2:27][C:26]2[C:31](=[CH:32][CH:33]=[CH:34][C:25]=2[NH:24][C:11](=[O:13])/[CH:10]=[CH:9]/[CH:8]=[C:7](\[C:4]2[CH:3]=[CH:2][N:1]=[CH:6][CH:5]=2)/[C:14]2[CH:15]=[CH:16][C:17]([C:20]([F:23])([F:22])[F:21])=[CH:18][CH:19]=2)[NH:30][C:29]1=[O:35], predict the reactants needed to synthesize it. The reactants are: [N:1]1[CH:6]=[CH:5][C:4](/[C:7](/[C:14]2[CH:19]=[CH:18][C:17]([C:20]([F:23])([F:22])[F:21])=[CH:16][CH:15]=2)=[CH:8]\[CH:9]=[CH:10]\[C:11]([OH:13])=O)=[CH:3][CH:2]=1.[NH2:24][C:25]1[CH:34]=[CH:33][CH:32]=[C:31]2[C:26]=1[CH2:27][CH:28]([OH:36])[C:29](=[O:35])[NH:30]2.CCN=C=NCCCN(C)C.Cl.C1C=CC2N(O)N=NC=2C=1.C(=O)([O-])O.[Na+]. (3) The reactants are: Cl[C:2]1[C:7]([C:8]([O:10][CH2:11][CH3:12])=[O:9])=[CH:6][N:5]=[C:4]([Cl:13])[CH:3]=1.[CH3:14][O:15][C:16]1[CH:23]=[CH:22][C:19]([CH2:20][NH2:21])=[CH:18][CH:17]=1. Given the product [Cl:13][C:4]1[CH:3]=[C:2]([NH:21][CH2:20][C:19]2[CH:22]=[CH:23][C:16]([O:15][CH3:14])=[CH:17][CH:18]=2)[C:7]([C:8]([O:10][CH2:11][CH3:12])=[O:9])=[CH:6][N:5]=1, predict the reactants needed to synthesize it. (4) Given the product [Br:18][C:16]1[CH:15]=[CH:14][C:11]2[C:12]3[N:13]=[C:4]([N:1]4[C:21]([C:20]([CH3:24])([CH3:23])[CH3:19])=[CH:22][N:3]=[N:2]4)[S:5][C:6]=3[CH2:7][CH2:8][O:9][C:10]=2[CH:17]=1, predict the reactants needed to synthesize it. The reactants are: [N:1]([C:4]1[S:5][C:6]2[CH2:7][CH2:8][O:9][C:10]3[CH:17]=[C:16]([Br:18])[CH:15]=[CH:14][C:11]=3[C:12]=2[N:13]=1)=[N+:2]=[N-:3].[CH3:19][C:20]([CH3:24])([CH3:23])[C:21]#[CH:22]. (5) Given the product [C:1]([O:5][C:6](=[O:7])[NH:8][C:9]1([C:12](=[O:14])[N:17]([O:18][CH3:19])[CH3:16])[CH2:10][CH2:11]1)([CH3:2])([CH3:3])[CH3:4], predict the reactants needed to synthesize it. The reactants are: [C:1]([O:5][C:6]([NH:8][C:9]1([C:12]([OH:14])=O)[CH2:11][CH2:10]1)=[O:7])([CH3:4])([CH3:3])[CH3:2].Cl.[CH3:16][NH:17][O:18][CH3:19].C(N(CC)CC)C.CN(C(ON1N=NC2C=CC=NC1=2)=[N+](C)C)C.F[P-](F)(F)(F)(F)F. (6) Given the product [Cl:1][C:2]1[CH:23]=[CH:22][CH:21]=[CH:20][C:3]=1[CH2:4][O:5][C:6]1[CH:7]=[CH:8][C:9]([C:12]2[CH:16]=[C:15]([C:17]([NH2:28])=[O:18])[O:14][N:13]=2)=[N:10][CH:11]=1, predict the reactants needed to synthesize it. The reactants are: [Cl:1][C:2]1[CH:23]=[CH:22][CH:21]=[CH:20][C:3]=1[CH2:4][O:5][C:6]1[CH:7]=[CH:8][C:9]([C:12]2[CH:16]=[C:15]([C:17](O)=[O:18])[O:14][N:13]=2)=[N:10][CH:11]=1.[NH4+].[Cl-].Cl.C[N:28](C)CCCN=C=NCC.ON1C2C=CC=CC=2N=N1.C(N(C(C)C)CC)(C)C.